Dataset: Experimentally validated miRNA-target interactions with 360,000+ pairs, plus equal number of negative samples. Task: Binary Classification. Given a miRNA mature sequence and a target amino acid sequence, predict their likelihood of interaction. (1) The miRNA is hsa-miR-6499-3p with sequence AGCAGUGUUUGUUUUGCCCACA. The protein sequence of the target gene is MPRKGTQPSTARRREEGPPPPSPDGASSDAEPEPPSGRTESPATAAETASEELDNRSLEEILNSIPPPPPPAMTNEAGAPRLMITHIVNQNFKSYAGEKILGPFHKRFSCIIGPNGSGKSNVIDSMLFVFGYRAQKIRSKKLSVLIHNSDEHKDIQSCTVEVHFQKIIDKEGDDYEVIPNSNFYVSRTACRDNTSVYHISGKKKTFKDVGNLLRSHGIDLDHNRFLILQGEVEQIAMMKPKGQTEHDEGMLEYLEDIIGCGRLNEPIKVLCRRVEILNEHRGEKLNRVKMVEKEKDALEG.... Result: 1 (interaction). (2) The miRNA is hsa-let-7f-5p with sequence UGAGGUAGUAGAUUGUAUAGUU. Result: 0 (no interaction). The protein sequence of the target gene is MEEELPLFSGDSGKPVQATLSSLKMLDVGKWPIFSLCSEEELQLIRQACVFGSAGNEVLYTTVNDEIFVLGTNCCGCLGLGDVQSTIEPRRLDSLNGKKIACLSYGSGPHIVLATTEGEVFTWGHNAYSQLGNGTTNHGLVPCHISTNLSNKQVIEVACGSYHSLVLTSDGEVFAWGYNNSGQVGSGSTVNQPIPRRVTGCLQNKVVVTIACGQMCCMAVVDTGEVYVWGYNGNGQLGLGNSGNQPTPCRVAALQGIRVQRVACGYAHTLVLTDEGQVYAWGANSYGQLGTGNKSNQSYP.... (3) The miRNA is mmu-miR-363-5p with sequence CAGGUGGAACACGAUGCAAUUU. The protein sequence of the target gene is MDVLAEANGTFALNLLKTLGKDNSKNVFFSPMSMSCALAMVYMGAKGNTAAQMAQILSFNKSGGGGDIHQGFQSLLTEVNKTGTQYLLRMANRLFGEKSCDFLSSFRDSCQKFYQAEMEELDFISAVEKSRKHINTWVAEKTEGKIAELLSPGSVDPLTRLVLVNAVYFRGNWDEQFDKENTEERLFKVSKNEEKPVQMMFKQSTFKKTYIGEIFTQILVLPYVGKELNMIIMLPDETTDLRTVEKELTYEKFVEWTRLDMMDEEEVEVSLPRFKLEESYDMESVLRNLGMTDAFELGKA.... Result: 0 (no interaction). (4) The miRNA is mmu-miR-7681-5p with sequence AUCCUGUCCUUGCCCUCUCU. The protein sequence of the target gene is MCMVIFAPLFAIFAFATCGGYSGGLRLSVDCVNKTESNLSIDIAFAYPFRLHQVTFEVPTCEGKERQKLALIGDSSSSAEFFVTVAVFAFLYSLAATVVYIFFQNKYRENNRGPLIDFIVTVVFSFLWLVGSSAWAKGLSDVKVATDPKEVLLLMSACKQPSNKCMAIHSPVMSSLNTSVVFGFLNFILWAGNIWFVFKETGWHSSGQRYLSDPMEKHSSSYNQGGYNQDSYGSSSGYSQQASLGPTSDEFGQQPTGPTSFTNQI. Result: 0 (no interaction). (5) The miRNA is hsa-miR-548at-3p with sequence CAAAACCGCAGUAACUUUUGU. The protein sequence of the target gene is MGNEASLEGEGLPEGLAAAAGGAGGSGSALHPGIPAGMEADLSQLSEEERRQIAAVMSRAQGLPKGSVPAAAAESPSMHRKQELDSSQAPQQPGKPPDPGRPPQHGLSKSRTTDTFRSEQKLPGRSPSTISLKESKSRTDFKEEYKSSMMPGFFSDVNPLSAVSSVVNKFNPFDLISDSEAVQEETTKKQKVAQKDQGKSEGITKPSLQQPSPKLIPKQQGPGKEVIPQDIPSKSVSSQQAEKTKPQAPGTAKPSQQSPAQTPAQQAKPVAQQPGPAKATVQQPGPAKSPAQPAGTGKSP.... Result: 0 (no interaction). (6) The miRNA is hsa-miR-6858-5p with sequence GUGAGGAGGGGCUGGCAGGGAC. The protein sequence of the target gene is MGNGESQLSSVPAQKLGWFIQEYLKPYEECQTLIDEMVNTICDVLQEPEQFPLVQGVAIGGSYGRKTVLRGNSDGTLVLFFSDLKQFQDQKRSQRDILDKTGDKLKFCLFTKWLKNNFEIQKSLDGFTIQVFTKNQRISFEVLAAFNALSLNDNPSPWIYRELKRSLDKTNASPGEFAVCFTELQQKFFDNRPGKLKDLILLIKHWHQQCQKKIKDLPSLSPYALELLTVYAWEQGCRKDNFDIAEGVRTVLELIKCQEKLCIYWMVNYNFEDETIRNILLHQLQSARPVILDPVDPTNN.... Result: 0 (no interaction). (7) The miRNA is mmu-miR-743b-3p with sequence GAAAGACAUCAUGCUGAAUAGA. The protein sequence of the target gene is MAAVLESLLREEVPVAAAVRWIARSTPSSEDSSEVAALSALRPLRKEFVPFLLNFLREQSSRVLPQGPSTPAKTPVASAALPARQGAPARGGRGARSQLFPAAEPLSAAAEAPLARRAGRRRGPGPGPSRERGGRGSGAAEEGASGESPPWAGGRKPKGSGSPGSPRLSLSDPPNLSNLEEFPPVGTVPPGSAGRTKPSRRINPTPVSEERSLSKPKTCFTSPPISCVPSSQPSTLDTSPWGLGLPPGCRSLQEEREMLRKARTKQLQQSPTPASPIPESGSPVPSRTGNLTAEPADPAR.... Result: 0 (no interaction).